Dataset: Full USPTO retrosynthesis dataset with 1.9M reactions from patents (1976-2016). Task: Predict the reactants needed to synthesize the given product. Given the product [CH2:1]([O:3][C:4](=[O:15])[C:5]1[CH:10]=[C:9]([Cl:11])[C:8]([CH3:12])=[C:7]([Cl:13])[C:6]=1[N:14]([C:21]([O:20][C:16]([CH3:19])([CH3:18])[CH3:17])=[O:22])[C:21]([O:20][C:16]([CH3:19])([CH3:18])[CH3:17])=[O:22])[CH3:2], predict the reactants needed to synthesize it. The reactants are: [CH2:1]([O:3][C:4](=[O:15])[C:5]1[CH:10]=[C:9]([Cl:11])[C:8]([CH3:12])=[C:7]([Cl:13])[C:6]=1[NH2:14])[CH3:2].[C:16]([O:20][C:21](N([C:21]([O:20][C:16]([CH3:19])([CH3:18])[CH3:17])=[O:22])C1C(Br)=CC(C(F)(F)F)=C(Cl)C=1)=[O:22])([CH3:19])([CH3:18])[CH3:17].